From a dataset of Forward reaction prediction with 1.9M reactions from USPTO patents (1976-2016). Predict the product of the given reaction. (1) Given the reactants Cl[CH2:2][CH2:3][CH2:4][N:5]1[C:17]2[CH:16]=[CH:15][CH:14]=[CH:13][C:12]=2[C:11]2[C:6]1=[CH:7][CH:8]=[CH:9][CH:10]=2.Cl.[CH3:19][NH:20][CH3:21].C([O-])([O-])=O.[K+].[K+].[I-].[K+], predict the reaction product. The product is: [CH3:19][N:20]([CH2:2][CH2:3][CH2:4][N:5]1[C:17]2[CH:16]=[CH:15][CH:14]=[CH:13][C:12]=2[C:11]2[C:6]1=[CH:7][CH:8]=[CH:9][CH:10]=2)[CH3:21]. (2) Given the reactants [Cl:1][C:2]1[CH:3]=[N:4][C:5]2[N:6]([N:8]=[C:9]([C:11]([OH:13])=O)[CH:10]=2)[CH:7]=1.[O:14]1[CH:18]=[CH:17][CH:16]=[C:15]1[C:19]1[N:23]2[CH2:24][CH2:25][NH:26][CH2:27][C:22]2=[CH:21][CH:20]=1, predict the reaction product. The product is: [Cl:1][C:2]1[CH:3]=[N:4][C:5]2[N:6]([N:8]=[C:9]([C:11]([N:26]3[CH2:25][CH2:24][N:23]4[C:19]([C:15]5[O:14][CH:18]=[CH:17][CH:16]=5)=[CH:20][CH:21]=[C:22]4[CH2:27]3)=[O:13])[CH:10]=2)[CH:7]=1.